The task is: Predict the reactants needed to synthesize the given product.. This data is from Full USPTO retrosynthesis dataset with 1.9M reactions from patents (1976-2016). (1) Given the product [CH:1]1([CH2:4][S:5]([N:8]2[CH2:13][CH2:12][CH2:11][CH:10]([NH:14][C:15]3[C:20]([C:21]4[N:22]=[C:23]5[CH:29]=[CH:28][NH:27][C:24]5=[N:25][CH:26]=4)=[CH:19][CH:18]=[C:17]([CH3:38])[N:16]=3)[CH2:9]2)(=[O:6])=[O:7])[CH2:3][CH2:2]1, predict the reactants needed to synthesize it. The reactants are: [CH:1]1([CH2:4][S:5]([N:8]2[CH2:13][CH2:12][CH2:11][CH:10]([NH:14][C:15]3[C:20]([C:21]4[N:22]=[C:23]5[CH:29]=[CH:28][N:27](COCC[Si](C)(C)C)[C:24]5=[N:25][CH:26]=4)=[CH:19][CH:18]=[C:17]([CH3:38])[N:16]=3)[CH2:9]2)(=[O:7])=[O:6])[CH2:3][CH2:2]1.[F-].C([N+](CCCC)(CCCC)CCCC)CCC.C(N)CN. (2) Given the product [CH3:46][O:21][NH:20][C:39]([C:38]1[C:30]([NH:29][C:26]2[CH:27]=[CH:28][C:23]([Br:22])=[CH:24][C:25]=2[F:44])=[C:31]([Cl:43])[C:32](=[O:42])[N:33]2[C:37]=1[CH2:36][CH2:35][CH2:34]2)=[O:41], predict the reactants needed to synthesize it. The reactants are: CCN=C=NCCCN(C)C.C1C=CC2[N:20]([OH:21])N=NC=2C=1.[Br:22][C:23]1[CH:28]=[CH:27][C:26]([NH:29][C:30]2[C:38]([C:39]([OH:41])=O)=[C:37]3[N:33]([CH2:34][CH2:35][CH2:36]3)[C:32](=[O:42])[C:31]=2[Cl:43])=[C:25]([F:44])[CH:24]=1.Cl.[CH3:46]OON. (3) Given the product [OH:17][C:16]1[C:3]([CH2:1][OH:2])=[CH:4][C:5]2[CH2:6][C@H:7]3[N:20]([C:21]([O:23][CH2:24][C:25]4[CH:30]=[CH:29][CH:28]=[CH:27][CH:26]=4)=[O:22])[CH2:19][CH2:18][C@@:13]4([C:14]=2[CH:15]=1)[C@H:8]3[CH2:9][CH2:10][CH2:11][CH2:12]4, predict the reactants needed to synthesize it. The reactants are: [CH:1]([C:3]1[C:16]([OH:17])=[CH:15][C:14]2[C@:13]34[CH2:18][CH2:19][N:20]([C:21]([O:23][CH2:24][C:25]5[CH:30]=[CH:29][CH:28]=[CH:27][CH:26]=5)=[O:22])[C@@H:7]([C@@H:8]3[CH2:9][CH2:10][CH2:11][CH2:12]4)[CH2:6][C:5]=2[CH:4]=1)=[O:2].[BH4-].[Na+]. (4) The reactants are: [C:1]([O:4][C@@H:5]1[C@@H:10]([O:11][C:12](=[O:14])[CH3:13])[C@H:9]([O:15][C:16](=[O:18])[CH3:17])[C@@H:8]([C:19]([O:21][CH3:22])=[O:20])[O:7][C@H:6]1[O:23][C:24]1[CH:32]=[C:31]2[C:27]([C@H:28]([CH2:56][Cl:57])[CH2:29][N:30]2[C:33](=[O:55])[CH2:34][CH2:35][CH2:36][C:37]([N:39]2[C:47]3[C:42](=[C:43]4[C:51]([CH3:52])=[CH:50][S:49][C:44]4=[C:45]([OH:48])[CH:46]=3)[C@H:41]([CH2:53][Cl:54])[CH2:40]2)=[O:38])=[C:26]2[C:58]([CH3:61])=[CH:59][S:60][C:25]=12)(=[O:3])[CH3:2].Cl[C:63]([O:65][C:66]1[CH:71]=[CH:70][C:69]([N+:72]([O-:74])=[O:73])=[CH:68][CH:67]=1)=[O:64].CCN(CC)CC. Given the product [C:1]([O:4][C@@H:5]1[C@@H:10]([O:11][C:12](=[O:14])[CH3:13])[C@H:9]([O:15][C:16](=[O:18])[CH3:17])[C@@H:8]([C:19]([O:21][CH3:22])=[O:20])[O:7][C@H:6]1[O:23][C:24]1[CH:32]=[C:31]2[C:27]([C@H:28]([CH2:56][Cl:57])[CH2:29][N:30]2[C:33](=[O:55])[CH2:34][CH2:35][CH2:36][C:37]([N:39]2[C:47]3[C:42](=[C:43]4[C:51]([CH3:52])=[CH:50][S:49][C:44]4=[C:45]([O:48][C:63]([O:65][C:66]4[CH:67]=[CH:68][C:69]([N+:72]([O-:74])=[O:73])=[CH:70][CH:71]=4)=[O:64])[CH:46]=3)[C@H:41]([CH2:53][Cl:54])[CH2:40]2)=[O:38])=[C:26]2[C:58]([CH3:61])=[CH:59][S:60][C:25]=12)(=[O:3])[CH3:2], predict the reactants needed to synthesize it. (5) Given the product [ClH:31].[F:1][C:2]1[CH:3]=[C:4]([CH:23]=[CH:24][CH:25]=1)[CH2:5][O:6][C:7]1[CH:12]=[CH:11][C:10]([CH2:13][CH2:14][N:15]([CH2:26][CH:27]([CH3:30])[CH3:28])[CH2:16][C:17]([NH:19][CH3:20])=[O:18])=[CH:9][C:8]=1[O:21][CH3:22], predict the reactants needed to synthesize it. The reactants are: [F:1][C:2]1[CH:3]=[C:4]([CH:23]=[CH:24][CH:25]=1)[CH2:5][O:6][C:7]1[CH:12]=[CH:11][C:10]([CH2:13][CH2:14][NH:15][CH2:16][C:17]([NH:19][CH3:20])=[O:18])=[CH:9][C:8]=1[O:21][CH3:22].[CH3:26][CH:27]([CH3:30])[CH:28]=O.[Cl:31]CCl.C(O)(=O)C. (6) Given the product [OH:40][C:38]([C:37]([F:42])([F:41])[F:36])=[O:39].[CH3:6][NH:7][CH2:9][CH2:10][O:11][NH:12][C:13]([C:15]1[C:24]([NH:25][C:26]2[CH:31]=[CH:30][C:29]([Br:32])=[CH:28][C:27]=2[Cl:33])=[C:23]([F:34])[C:18]2[N:19]=[CH:20][N:21]([CH3:22])[C:17]=2[CH:16]=1)=[O:14], predict the reactants needed to synthesize it. The reactants are: C(O[C:6](=O)[N:7]([CH2:9][CH2:10][O:11][NH:12][C:13]([C:15]1[C:24]([NH:25][C:26]2[CH:31]=[CH:30][C:29]([Br:32])=[CH:28][C:27]=2[Cl:33])=[C:23]([F:34])[C:18]2[N:19]=[CH:20][N:21]([CH3:22])[C:17]=2[CH:16]=1)=[O:14])C)(C)(C)C.[F:36][C:37]([F:42])([F:41])[C:38]([OH:40])=[O:39]. (7) Given the product [CH3:12][N:11]1[C:4]2[N:5]([C:6](=[O:8])[N:7]=[C:2]([O:14][CH2:15][C:16]3[CH:17]=[C:18]([CH:21]=[CH:22][CH:23]=3)[C:19]#[N:20])[CH:3]=2)[CH2:9][CH:10]1[CH3:13], predict the reactants needed to synthesize it. The reactants are: Cl[C:2]1[CH:3]=[C:4]2[N:11]([CH3:12])[CH:10]([CH3:13])[CH2:9][N:5]2[C:6](=[O:8])[N:7]=1.[OH:14][CH2:15][C:16]1[CH:17]=[C:18]([CH:21]=[CH:22][CH:23]=1)[C:19]#[N:20]. (8) Given the product [CH2:17]([NH:2][C@H:3]([C:11]1[CH:12]=[CH:13][CH:14]=[CH:15][CH:16]=1)[C:4]([O:6][C:7]([CH3:10])([CH3:9])[CH3:8])=[O:5])[CH3:18], predict the reactants needed to synthesize it. The reactants are: Cl.[NH2:2][C@H:3]([C:11]1[CH:16]=[CH:15][CH:14]=[CH:13][CH:12]=1)[C:4]([O:6][C:7]([CH3:10])([CH3:9])[CH3:8])=[O:5].[CH:17](=O)[CH3:18]. (9) Given the product [CH2:6]([O:8][C:9](=[O:26])[CH:10]([C:15]1[CH:16]=[C:17]([C:22]([F:25])([F:24])[F:23])[C:18]([OH:33])=[C:19]([N+:27]([O-:29])=[O:28])[CH:20]=1)[CH2:11][CH:12]([CH3:14])[CH3:13])[CH3:7], predict the reactants needed to synthesize it. The reactants are: S(=O)(=O)(O)O.[CH2:6]([O:8][C:9](=[O:26])[CH:10]([C:15]1[CH:20]=[CH:19][C:18](N)=[C:17]([C:22]([F:25])([F:24])[F:23])[CH:16]=1)[CH2:11][CH:12]([CH3:14])[CH3:13])[CH3:7].[N:27]([O-:29])=[O:28].[Na+].NC(N)=[O:33].